From a dataset of Full USPTO retrosynthesis dataset with 1.9M reactions from patents (1976-2016). Predict the reactants needed to synthesize the given product. (1) Given the product [C:21]([O:20][C:18]([N:16]1[CH2:17][CH:14]([CH2:13][O:12][C:11]2[C:10]([CH:28]3[CH2:29][CH2:30]3)=[CH:9][C:8]([C:6]([OH:7])=[O:5])=[C:26]([F:27])[CH:25]=2)[CH2:15]1)=[O:19])([CH3:24])([CH3:22])[CH3:23], predict the reactants needed to synthesize it. The reactants are: C([O:5][C:6]([C:8]1[C:26]([F:27])=[CH:25][C:11]([O:12][CH2:13][CH:14]2[CH2:17][N:16]([C:18]([O:20][C:21]([CH3:24])([CH3:23])[CH3:22])=[O:19])[CH2:15]2)=[C:10]([CH:28]2[CH2:30][CH2:29]2)[CH:9]=1)=[O:7])(C)(C)C.[OH-].[K+].Cl. (2) Given the product [F:1][C:2]1[CH:13]=[CH:12][C:5]2[N:6]([CH2:18][C:19]3[CH:24]=[CH:23][CH:22]=[CH:21][N:20]=3)[C:7](=[O:11])[O:8][C:9](=[O:10])[C:4]=2[CH:3]=1, predict the reactants needed to synthesize it. The reactants are: [F:1][C:2]1[CH:13]=[CH:12][C:5]2[NH:6][C:7](=[O:11])[O:8][C:9](=[O:10])[C:4]=2[CH:3]=1.[H-].[Na+].Br.Br[CH2:18][C:19]1[CH:24]=[CH:23][CH:22]=[CH:21][N:20]=1. (3) The reactants are: [CH2:1]([NH:3][C:4]([NH:6][C:7]1[CH:12]=[CH:11][C:10]([C:13]2[N:14]=[C:15]([N:23]3[CH2:28][CH2:27][O:26][CH2:25][C@@H:24]3[CH3:29])[C:16]3[CH2:22][CH2:21][NH:20][CH2:19][C:17]=3[N:18]=2)=[CH:9][CH:8]=1)=[O:5])[CH3:2].[C:30]([CH2:32][C:33](Cl)=[O:34])#[N:31]. Given the product [C:30]([CH2:32][C:33]([N:20]1[CH2:21][CH2:22][C:16]2[C:15]([N:23]3[CH2:28][CH2:27][O:26][CH2:25][C@@H:24]3[CH3:29])=[N:14][C:13]([C:10]3[CH:9]=[CH:8][C:7]([NH:6][C:4]([NH:3][CH2:1][CH3:2])=[O:5])=[CH:12][CH:11]=3)=[N:18][C:17]=2[CH2:19]1)=[O:34])#[N:31], predict the reactants needed to synthesize it. (4) Given the product [Cl:17][C:10]1[CH:9]=[C:8]([CH2:11][CH2:12][NH:13][C:14](=[O:16])[CH3:15])[CH:7]=[CH:6][C:5]=1[S:1](=[O:3])(=[O:4])[NH2:2], predict the reactants needed to synthesize it. The reactants are: [S:1]([C:5]1[CH:10]=[CH:9][C:8]([CH2:11][CH2:12][NH:13][C:14](=[O:16])[CH3:15])=[CH:7][CH:6]=1)(=[O:4])(=[O:3])[NH2:2].[Cl:17]N1C(=O)CCC1=O.S(OOS([O-])(=O)=O)([O-])(=O)=O.[Na+].[Na+].FC(F)(F)S(O)(=O)=O.N. (5) The reactants are: [O:1]1[C:10]2[C:5](=[CH:6][C:7](B3OC(C)(C)C(C)(C)O3)=[CH:8][CH:9]=2)[CH2:4][CH2:3][CH2:2]1.Cl[C:21]1[C:30]([N:31]([CH:33]([CH3:35])[CH3:34])[CH3:32])=[N:29][C:28]2[C:23](=[CH:24][CH:25]=[C:26]([C:36]([O:38][CH3:39])=[O:37])[CH:27]=2)[N:22]=1.[O-]P([O-])([O-])=O.[K+].[K+].[K+].C(OCC)(=O)C. Given the product [O:1]1[C:10]2[C:5](=[CH:6][C:7]([C:21]3[C:30]([N:31]([CH:33]([CH3:35])[CH3:34])[CH3:32])=[N:29][C:28]4[C:23](=[CH:24][CH:25]=[C:26]([C:36]([O:38][CH3:39])=[O:37])[CH:27]=4)[N:22]=3)=[CH:8][CH:9]=2)[CH2:4][CH2:3][CH2:2]1, predict the reactants needed to synthesize it. (6) Given the product [F:1][C:2]1[CH:3]=[C:4]([C:9]2[C:10]([N:16]=[C:22]=[S:23])=[N:11][CH:12]=[C:13]([CH3:15])[CH:14]=2)[CH:5]=[CH:6][C:7]=1[F:8], predict the reactants needed to synthesize it. The reactants are: [F:1][C:2]1[CH:3]=[C:4]([C:9]2[C:10]([NH2:16])=[N:11][CH:12]=[C:13]([CH3:15])[CH:14]=2)[CH:5]=[CH:6][C:7]=1[F:8].C(=O)(O)[O-].[Na+].[C:22](Cl)(Cl)=[S:23].